Task: Predict the reactants needed to synthesize the given product.. Dataset: Full USPTO retrosynthesis dataset with 1.9M reactions from patents (1976-2016) Given the product [CH3:32][O:31][C:29](=[O:30])[CH2:28][O:12][C:11]1[CH:10]=[CH:9][C:8]2[C:3](=[CH:4][CH:5]=[C:6]([C:13]3[NH:14][C:15]4[C:20]([C:21]=3[CH2:22][CH2:23][CH2:24][CH2:25][CH3:26])=[CH:19][CH:18]=[CH:17][CH:16]=4)[CH:7]=2)[C:2]=1[Br:1], predict the reactants needed to synthesize it. The reactants are: [Br:1][C:2]1[C:11]([OH:12])=[CH:10][CH:9]=[C:8]2[C:3]=1[CH:4]=[CH:5][C:6]([C:13]1[NH:14][C:15]3[C:20]([C:21]=1[CH2:22][CH2:23][CH2:24][CH2:25][CH3:26])=[CH:19][CH:18]=[CH:17][CH:16]=3)=[CH:7]2.Br[CH2:28][C:29]([O:31][CH3:32])=[O:30].